This data is from Full USPTO retrosynthesis dataset with 1.9M reactions from patents (1976-2016). The task is: Predict the reactants needed to synthesize the given product. (1) Given the product [CH3:12][C:8]1[C:7](=[O:13])[N:6]([CH2:5][C:4]([NH:16][NH2:17])=[O:3])[CH:11]=[CH:10][CH:9]=1, predict the reactants needed to synthesize it. The reactants are: C([O:3][C:4](=O)[CH2:5][N:6]1[CH:11]=[CH:10][CH:9]=[C:8]([CH3:12])[C:7]1=[O:13])C.O.[NH2:16][NH2:17]. (2) Given the product [CH3:1][C:2]1[CH:6]=[C:5]([C:7]2([C:8]([O:10][CH3:11])=[O:9])[CH2:16][CH2:15]2)[O:4][N:3]=1, predict the reactants needed to synthesize it. The reactants are: [CH3:1][C:2]1[CH:6]=[C:5]([CH2:7][C:8]([O:10][CH3:11])=[O:9])[O:4][N:3]=1.[H-].[Na+].Br[CH2:15][CH2:16]Br.C(=O)(O)[O-].[Na+].